From a dataset of Forward reaction prediction with 1.9M reactions from USPTO patents (1976-2016). Predict the product of the given reaction. (1) Given the reactants [OH-].[Na+].[CH3:3][C:4]1[O:8][C:7]([C:9]2[CH:14]=[CH:13][CH:12]=[CH:11][CH:10]=2)=[N:6][C:5]=1[CH2:15][O:16][C:17]1[CH:18]=[C:19]([CH:36]=[CH:37][CH:38]=1)[CH2:20][O:21]/[N:22]=[C:23](/[C:30]1[CH:35]=[CH:34][CH:33]=[CH:32][CH:31]=1)\[CH2:24][CH2:25][C:26]([O:28]C)=[O:27].CO.Cl, predict the reaction product. The product is: [CH3:3][C:4]1[O:8][C:7]([C:9]2[CH:10]=[CH:11][CH:12]=[CH:13][CH:14]=2)=[N:6][C:5]=1[CH2:15][O:16][C:17]1[CH:18]=[C:19]([CH:36]=[CH:37][CH:38]=1)[CH2:20][O:21]/[N:22]=[C:23](/[C:30]1[CH:31]=[CH:32][CH:33]=[CH:34][CH:35]=1)\[CH2:24][CH2:25][C:26]([OH:28])=[O:27]. (2) Given the reactants [NH2:1][C@@H:2]1[CH2:7][CH2:6][CH2:5][N:4]([C:8]2[C:13]([Br:14])=[CH:12][N:11]=[C:10]3[NH:15][CH:16]=[C:17]([NH:18][C:19]([CH:21]4[CH2:23][CH2:22]4)=[O:20])[C:9]=23)[CH2:3]1, predict the reaction product. The product is: [CH3:19][OH:20].[CH3:19][OH:20].[NH2:1][C@@H:2]1[CH2:7][CH2:6][CH2:5][N:4]([C:8]2[C:13]([Br:14])=[CH:12][N:11]=[C:10]3[NH:15][CH:16]=[C:17]([NH:18][C:19]([CH:21]4[CH2:22][CH2:23]4)=[O:20])[C:9]=23)[CH2:3]1. (3) Given the reactants [Br:1][C:2]1[CH:7]=[CH:6][C:5]([O:8][CH3:9])=[CH:4][CH:3]=1.[Cl:10][S:11](O)(=[O:13])=[O:12], predict the reaction product. The product is: [Br:1][C:2]1[CH:7]=[CH:6][C:5]([O:8][CH3:9])=[C:4]([S:11]([Cl:10])(=[O:13])=[O:12])[CH:3]=1. (4) Given the reactants [N+:1]([C:4]1[CH:9]=[CH:8][C:7]([C:10]2[N:14]([C:15]3[CH:20]=[CH:19][C:18]([CH3:21])=[CH:17][CH:16]=3)[N:13]=[CH:12][CH:11]=2)=[CH:6][CH:5]=1)([O-])=[O:2].[C:22]1([CH3:31])[CH:27]=[CH:26][C:25]([CH2:28]C#N)=[CH:24][CH:23]=1, predict the reaction product. The product is: [C:22]1([CH3:31])[CH:27]=[CH:26][C:25]([C:28]2[O:2][N:1]=[C:4]3[CH:9]=[CH:8][C:7]([C:10]4[N:14]([C:15]5[CH:16]=[CH:17][C:18]([CH3:21])=[CH:19][CH:20]=5)[N:13]=[CH:12][CH:11]=4)=[CH:6][C:5]=23)=[CH:24][CH:23]=1. (5) Given the reactants Cl[C:2]1[C:11]([C@@H:12]([N:14]2[C:22](=[O:23])[C:21]3[C:16](=[CH:17][CH:18]=[CH:19][CH:20]=3)[C:15]2=[O:24])[CH3:13])=[CH:10][C:9]2[C:4](=[C:5]([Cl:25])[CH:6]=[CH:7][CH:8]=2)[N:3]=1.[F:26][C:27]1[CH:32]=[CH:31][CH:30]=[CH:29][C:28]=1B(O)O.C(O)(O)=[O:37].C(#N)C.O, predict the reaction product. The product is: [Cl:25][C:5]1[CH:6]=[CH:7][CH:8]=[C:9]2[C:4]=1[N:3]=[C:2]([C:28]1[CH:29]=[CH:30][CH:31]=[CH:32][C:27]=1[F:26])[C:11]([C@@H:12]([NH:14][C:15]([C:16]1[CH:17]=[CH:18][CH:19]=[CH:20][C:21]=1[C:22]([OH:23])=[O:37])=[O:24])[CH3:13])=[CH:10]2. (6) The product is: [Cl:41][C:42]1[CH:50]=[CH:49][CH:48]=[C:47]([Cl:51])[C:43]=1[CH2:44][N:45]([CH3:46])[C:18]([C:10]1[N:9]=[CH:8][N:7]([CH2:6][C:5]2[CH:21]=[C:22]([C:24]([F:25])([F:26])[F:27])[CH:23]=[C:3]([C:2]([F:28])([F:1])[F:29])[CH:4]=2)[C:11]=1[C:12]1[CH:17]=[CH:16][CH:15]=[CH:14][CH:13]=1)=[O:19]. Given the reactants [F:1][C:2]([F:29])([F:28])[C:3]1[CH:4]=[C:5]([CH:21]=[C:22]([C:24]([F:27])([F:26])[F:25])[CH:23]=1)[CH2:6][N:7]1[C:11]([C:12]2[CH:17]=[CH:16][CH:15]=[CH:14][CH:13]=2)=[C:10]([C:18](O)=[O:19])[N:9]=[CH:8]1.C1C=CC2N(O)N=NC=2C=1.O.[Cl:41][C:42]1[CH:50]=[CH:49][CH:48]=[C:47]([Cl:51])[C:43]=1[CH2:44][NH:45][CH3:46].CCN(CC)CC.CCN=C=NCCCN(C)C, predict the reaction product. (7) Given the reactants O[C@H:2]1[CH2:6][CH2:5][N:4]([C:7]2[CH:29]=[CH:28][C:10]([C:11]([NH:13][C:14]3[CH:19]=[CH:18][CH:17]=[CH:16][C:15]=3[NH:20]C(=O)OC(C)(C)C)=[O:12])=[CH:9][CH:8]=2)[CH2:3]1.[CH2:30]([N:32]=[C:33]=[O:34])[CH3:31].C(C(CCCC)C([O-])=[O:39])C.[Sn+2].C(C(CCCC)C([O-])=O)C, predict the reaction product. The product is: [CH2:30]([NH:32][C:33](=[O:39])[O:34][C@H:6]1[CH2:2][CH2:3][N:4]([C:7]2[CH:29]=[CH:28][C:10]([C:11](=[O:12])[NH:13][C:14]3[CH:19]=[CH:18][CH:17]=[CH:16][C:15]=3[NH2:20])=[CH:9][CH:8]=2)[CH2:5]1)[CH3:31].